Dataset: Reaction yield outcomes from USPTO patents with 853,638 reactions. Task: Predict the reaction yield, written as a fraction of the theoretical maximum amount of product (1.0 means a 100% yield; for example, 0.34 means a 34% yield). (1) The catalyst is C(Cl)Cl.CCOCC. The yield is 0.780. The reactants are [NH:1]1[CH2:6][CH:5]=[CH:4][CH2:3][CH2:2]1.C(N(CC)CC)C.Cl[C:15]([O:17][CH2:18][C:19]1[CH:24]=[CH:23][CH:22]=[CH:21][CH:20]=1)=[O:16]. The product is [N:1]1([C:15]([O:17][CH2:18][C:19]2[CH:24]=[CH:23][CH:22]=[CH:21][CH:20]=2)=[O:16])[CH2:2][CH2:3][CH:4]=[CH:5][CH2:6]1. (2) The reactants are [NH:1]1[CH2:5][CH2:4][CH:3]([OH:6])[CH2:2]1.[C:7]([NH:10][C:11]1[S:12][C:13]([S:17](Cl)(=[O:19])=[O:18])=[C:14]([CH3:16])[N:15]=1)(=[O:9])[CH3:8].C(N(CC)CC)C. The catalyst is C1COCC1. The product is [C:7]([NH:10][C:11]1[S:12][C:13]([S:17]([N:1]2[CH2:5][CH2:4][CH:3]([OH:6])[CH2:2]2)(=[O:18])=[O:19])=[C:14]([CH3:16])[N:15]=1)(=[O:9])[CH3:8]. The yield is 0.680. (3) The reactants are [CH:1]([C:3]1[NH:7][C:6]([CH3:8])=[C:5]([C:9]([OH:11])=[O:10])[C:4]=1[CH3:12])=O.[F:13][C:14]1[CH:15]=[C:16]2[C:20](=[CH:21][CH:22]=1)[NH:19][C:18](=[O:23])[CH2:17]2.C(O)C.N1CCCC1. The catalyst is C(O)(=O)C. The product is [F:13][C:14]1[CH:15]=[C:16]2[C:20](=[CH:21][CH:22]=1)[NH:19][C:18](=[O:23])/[C:17]/2=[CH:1]\[C:3]1[NH:7][C:6]([CH3:8])=[C:5]([C:9]([OH:11])=[O:10])[C:4]=1[CH3:12]. The yield is 0.790. (4) The reactants are [Cl:1][C:2]1[CH:3]=[C:4]([NH:8][C:9]2[CH:14]=[C:13]([NH:15][C:16]3[CH:17]=[C:18]([CH:22]=[CH:23][CH:24]=3)[C:19](O)=[O:20])[N:12]3[N:25]=[CH:26][C:27]([CH:28]=[C:29]4[C:33](=[O:34])[NH:32][C:31](=[O:35])[NH:30]4)=[C:11]3[N:10]=2)[CH:5]=[CH:6][CH:7]=1.C1C=CC2N(O)N=NC=2C=1.C(N(CC)CC)C.[N:53]1([C:59]([O:61][C:62]([CH3:65])([CH3:64])[CH3:63])=[O:60])[CH2:58][CH2:57][NH:56][CH2:55][CH2:54]1.C(Cl)CCl. The catalyst is O.CN(C=O)C. The product is [Cl:1][C:2]1[CH:3]=[C:4]([NH:8][C:9]2[CH:14]=[C:13]([NH:15][C:16]3[CH:17]=[C:18]([CH:22]=[CH:23][CH:24]=3)[C:19]([N:56]3[CH2:55][CH2:54][N:53]([C:59]([O:61][C:62]([CH3:65])([CH3:64])[CH3:63])=[O:60])[CH2:58][CH2:57]3)=[O:20])[N:12]3[N:25]=[CH:26][C:27]([CH:28]=[C:29]4[C:33](=[O:34])[NH:32][C:31](=[O:35])[NH:30]4)=[C:11]3[N:10]=2)[CH:5]=[CH:6][CH:7]=1. The yield is 0.730. (5) The reactants are [Cl:1][C:2]1[CH:7]=[C:6](F)[CH:5]=[CH:4][C:3]=1[C:9]1[O:13][N:12]=[C:11]([C:14]2[CH:19]=[CH:18][C:17]([O:20][CH:21]([CH3:23])[CH3:22])=[C:16]([Cl:24])[CH:15]=2)[N:10]=1.[H-].[Na+].CC1(C)[O:32][CH:31]([CH2:33][OH:34])[CH2:30][O:29]1.Cl. The catalyst is C1COCC1.C(OCC)(=O)C. The product is [Cl:1][C:2]1[CH:7]=[C:6]([CH:5]=[CH:4][C:3]=1[C:9]1[O:13][N:12]=[C:11]([C:14]2[CH:19]=[CH:18][C:17]([O:20][CH:21]([CH3:23])[CH3:22])=[C:16]([Cl:24])[CH:15]=2)[N:10]=1)[O:29][CH2:30][C@H:31]([OH:32])[CH2:33][OH:34]. The yield is 0.790.